Predict the product of the given reaction. From a dataset of Forward reaction prediction with 1.9M reactions from USPTO patents (1976-2016). (1) Given the reactants [CH2:1]([NH:8][C:9](=[O:33])[N:10]([C:12]1[CH:13]=[C:14]([C:18]2[CH:23]=[CH:22][C:21](/[CH:24]=[CH:25]/[C:26]([O:28][CH3:29])=[O:27])=[CH:20][C:19]=2[N+:30]([O-])=O)[CH:15]=[CH:16][CH:17]=1)[CH3:11])[CH2:2][CH2:3][CH2:4][CH2:5][CH2:6][CH3:7], predict the reaction product. The product is: [NH2:30][C:19]1[CH:20]=[C:21]([CH2:24][CH2:25][C:26]([O:28][CH3:29])=[O:27])[CH:22]=[CH:23][C:18]=1[C:14]1[CH:15]=[CH:16][CH:17]=[C:12]([N:10]([CH3:11])[C:9]([NH:8][CH2:1][CH2:2][CH2:3][CH2:4][CH2:5][CH2:6][CH3:7])=[O:33])[CH:13]=1. (2) Given the reactants [N:1]1[CH:6]=[CH:5][CH:4]=[N:3][C:2]=1[O:7][C:8]1[CH:13]=[CH:12][C:11]([CH2:14]O)=[CH:10][CH:9]=1.S(Cl)([Cl:18])=O, predict the reaction product. The product is: [Cl:18][CH2:14][C:11]1[CH:12]=[CH:13][C:8]([O:7][C:2]2[N:3]=[CH:4][CH:5]=[CH:6][N:1]=2)=[CH:9][CH:10]=1. (3) The product is: [CH3:27][O:28][C:29](=[O:40])/[CH:30]=[CH:31]/[C:32]1[CH:33]=[CH:34][C:35]([CH2:38][NH:15][CH2:16][CH2:17][C:18]2[C:26]3[C:21](=[CH:22][CH:23]=[CH:24][CH:25]=3)[NH:20][CH:19]=2)=[CH:36][CH:37]=1. Given the reactants C(C1C=CC(C=CC(O)=O)=CC=1)=O.Cl.[NH2:15][CH2:16][CH2:17][C:18]1[C:26]2[C:21](=[CH:22][CH:23]=[CH:24][CH:25]=2)[NH:20][CH:19]=1.[CH3:27][O:28][C:29](=[O:40])[CH:30]=[CH:31][C:32]1[CH:37]=[CH:36][C:35]([CH:38]=O)=[CH:34][CH:33]=1.[BH-](OC(C)=O)(OC(C)=O)OC(C)=O.[Na+], predict the reaction product. (4) The product is: [Si:11]([O:1][C:2]1[CH:7]=[CH:6][C:5]([B:8]([OH:10])[OH:9])=[CH:4][CH:3]=1)([C:14]([CH3:17])([CH3:16])[CH3:15])([CH3:13])[CH3:12]. Given the reactants [OH:1][C:2]1[CH:7]=[CH:6][C:5]([B:8]([OH:10])[OH:9])=[CH:4][CH:3]=1.[Si:11](Cl)([C:14]([CH3:17])([CH3:16])[CH3:15])([CH3:13])[CH3:12].N1C=CN=C1, predict the reaction product.